Dataset: Reaction yield outcomes from USPTO patents with 853,638 reactions. Task: Predict the reaction yield, written as a fraction of the theoretical maximum amount of product (1.0 means a 100% yield; for example, 0.34 means a 34% yield). (1) The reactants are C(OC([N:8]1[CH2:13][CH2:12][C:11]([C:38]2[CH:43]=[CH:42][C:41]([Cl:44])=[CH:40][CH:39]=2)([CH2:14][NH:15][C:16]2[CH:25]=[C:24]3[C:19]([C:20](=[O:37])[N:21](CC4C=CC(OC)=CC=4OC)[CH:22]=[N:23]3)=[CH:18][CH:17]=2)[CH2:10][CH2:9]1)=O)(C)(C)C.O.FC(F)(F)C(O)=O. The catalyst is ClCCl. The product is [Cl:44][C:41]1[CH:42]=[CH:43][C:38]([C:11]2([CH2:14][NH:15][C:16]3[CH:25]=[C:24]4[C:19]([C:20](=[O:37])[NH:21][CH:22]=[N:23]4)=[CH:18][CH:17]=3)[CH2:12][CH2:13][NH:8][CH2:9][CH2:10]2)=[CH:39][CH:40]=1. The yield is 0.330. (2) The reactants are [NH:1]1[CH:5]=[C:4]([C:6]2[CH:11]=[CH:10][CH:9]=[CH:8][N:7]=2)[CH:3]=[N:2]1.[Br:12][C:13]1[CH:18]=[C:17](F)[CH:16]=[C:15]([Cl:20])[CH:14]=1.C(=O)([O-])[O-].[K+].[K+].CCCCCC. The catalyst is CN(C=O)C.CCOC(C)=O. The product is [Br:12][C:13]1[CH:18]=[C:17]([N:1]2[CH:5]=[C:4]([C:6]3[CH:11]=[CH:10][CH:9]=[CH:8][N:7]=3)[CH:3]=[N:2]2)[CH:16]=[C:15]([Cl:20])[CH:14]=1. The yield is 0.450. (3) The reactants are [CH:1]1([C:6]([C:8]2[O:9][C:10]3[CH:17]=[CH:16][C:15]([F:18])=[CH:14][C:11]=3[C:12]=2[CH3:13])=O)[CH2:5][CH2:4][CH2:3][CH2:2]1.[NH2:19][C:20]1[CH:29]=[CH:28][C:23]([C:24]([O:26][CH3:27])=[O:25])=[CH:22][CH:21]=1.C(=O)([O-])O.[Na+].C([BH3-])#N.[Na+]. The catalyst is O1CCCC1.[Ti](Cl)(Cl)(Cl)Cl.C(O)(=O)C.ClCCl.C(N(CC)CC)C. The product is [CH:1]1(/[C:6](=[N:19]\[C:20]2[CH:21]=[CH:22][C:23]([C:24]([O:26][CH3:27])=[O:25])=[CH:28][CH:29]=2)/[C:8]2[O:9][C:10]3[CH:17]=[CH:16][C:15]([F:18])=[CH:14][C:11]=3[C:12]=2[CH3:13])[CH2:5][CH2:4][CH2:3][CH2:2]1. The yield is 0.630. (4) The reactants are [Cl:1][C:2]1[CH:15]=[CH:14][CH:13]=[CH:12][C:3]=1[CH2:4][C:5]1[N:9]([CH3:10])[C:8]([NH2:11])=[N:7][CH:6]=1.[O:16]1[C:20]2[CH:21]=[CH:22][C:23]([C:25]3([C:28](O)=[O:29])[CH2:27][CH2:26]3)=[CH:24][C:19]=2[O:18][CH2:17]1.C(N(CC)CC)C.F[P-](F)(F)(F)(F)F.N1(O[P+](N(C)C)(N(C)C)N(C)C)C2C=CC=CC=2N=N1. The catalyst is C(#N)C. The product is [Cl:1][C:2]1[CH:15]=[CH:14][CH:13]=[CH:12][C:3]=1[CH2:4][C:5]1[N:9]([CH3:10])[C:8]([NH:11][C:28]([C:25]2([C:23]3[CH:22]=[CH:21][C:20]4[O:16][CH2:17][O:18][C:19]=4[CH:24]=3)[CH2:27][CH2:26]2)=[O:29])=[N:7][CH:6]=1. The yield is 0.220. (5) The reactants are [CH3:1][O:2][C:3]1[CH:19]=[CH:18][C:6]([CH2:7][O:8][CH2:9][C:10]([CH3:17])([CH3:16])[C:11](=O)[CH2:12][C:13]#[N:14])=[CH:5][CH:4]=1.[OH-:20].[Na+].S(O)(O)(=O)=O.[NH2:27]O. The yield is 0.410. The product is [CH3:16][C:10]([C:11]1[CH:12]=[C:13]([NH2:14])[O:20][N:27]=1)([CH3:17])[CH2:9][O:8][CH2:7][C:6]1[CH:18]=[CH:19][C:3]([O:2][CH3:1])=[CH:4][CH:5]=1. The catalyst is O. (6) The yield is 0.840. The product is [CH3:19][O:18][C:17]1[CH:16]=[C:15]([O:20][CH3:21])[N:14]=[CH:13][C:12]=1[C:9]1[N:8]([CH3:22])[N:7]=[C:6]([C:4]([OH:5])=[O:3])[C:10]=1[CH3:11]. The catalyst is CO.C1COCC1.O. The reactants are C([O:3][C:4]([C:6]1[C:10]([CH3:11])=[C:9]([C:12]2[CH:13]=[N:14][C:15]([O:20][CH3:21])=[CH:16][C:17]=2[O:18][CH3:19])[N:8]([CH3:22])[N:7]=1)=[O:5])C.O[Li].O.